This data is from Catalyst prediction with 721,799 reactions and 888 catalyst types from USPTO. The task is: Predict which catalyst facilitates the given reaction. (1) Reactant: [N:1]([O-:3])=O.[Na+].[Cl:5][C:6]1[CH:19]=[CH:18][C:9]([CH:10]=[C:11]2[NH:15][C:14](=[O:16])[CH:13]=[C:12]2[OH:17])=[CH:8][CH:7]=1. Product: [Cl:5][C:6]1[CH:7]=[CH:8][C:9]([CH:10]=[C:11]2[NH:15][C:14](=[O:16])[C:13](=[N:1][OH:3])[C:12]2=[O:17])=[CH:18][CH:19]=1. The catalyst class is: 15. (2) Reactant: [OH-].[Na+].[CH2:3]([N:5]1[CH:9]=[C:8]([C:10]2[CH:15]=[CH:14][C:13]([F:16])=[C:12]([CH3:17])[CH:11]=2)[N:7]=[C:6]1CC#N)[CH3:4].[C:21]([OH:24])(=[O:23])[CH3:22]. Product: [CH2:3]([N:5]1[CH:9]=[C:8]([C:10]2[CH:15]=[CH:14][C:13]([F:16])=[C:12]([CH3:17])[CH:11]=2)[N:7]=[C:6]1[CH2:22][C:21]([OH:24])=[O:23])[CH3:4]. The catalyst class is: 374. (3) Reactant: C([N:5]1[CH:13](O)[C:12]2[C:7](=[CH:8][CH:9]=[C:10]([CH3:15])[CH:11]=2)[C:6]1=[O:16])(C)(C)C.O.[NH2:18]N. Product: [CH3:15][C:10]1[CH:11]=[C:12]2[C:7](=[CH:8][CH:9]=1)[C:6](=[O:16])[NH:18][N:5]=[CH:13]2. The catalyst class is: 313.